This data is from Forward reaction prediction with 1.9M reactions from USPTO patents (1976-2016). The task is: Predict the product of the given reaction. (1) The product is: [CH3:23][O:22][CH2:21][CH2:20][CH2:19][N:11]([CH2:10][CH2:9][CH2:8][C:5]1[CH:6]=[CH:7][C:2]([B:24]2[O:28][C:27]([CH3:30])([CH3:29])[C:26]([CH3:32])([CH3:31])[O:25]2)=[CH:3][CH:4]=1)[C:12](=[O:18])[O:13][C:14]([CH3:17])([CH3:16])[CH3:15]. Given the reactants Br[C:2]1[CH:7]=[CH:6][C:5]([CH2:8][CH2:9][CH2:10][N:11]([CH2:19][CH2:20][CH2:21][O:22][CH3:23])[C:12](=[O:18])[O:13][C:14]([CH3:17])([CH3:16])[CH3:15])=[CH:4][CH:3]=1.[B:24]1([B:24]2[O:28][C:27]([CH3:30])([CH3:29])[C:26]([CH3:32])([CH3:31])[O:25]2)[O:28][C:27]([CH3:30])([CH3:29])[C:26]([CH3:32])([CH3:31])[O:25]1.CC([O-])=O.[K+], predict the reaction product. (2) The product is: [Cl:1][C:2]1[C:7]([CH3:8])=[CH:6][C:5]([S:9]([NH:12][C:13]2[CH:14]=[C:15]([C:19]3[CH:24]=[CH:23][C:22]([CH2:25][N:33]4[CH2:34][CH2:35][O:36][CH2:37][CH:32]4[C:30]([OH:29])=[O:31])=[CH:21][CH:20]=3)[CH:16]=[CH:17][CH:18]=2)(=[O:11])=[O:10])=[C:4]([CH3:27])[CH:3]=1. Given the reactants [Cl:1][C:2]1[C:7]([CH3:8])=[CH:6][C:5]([S:9]([NH:12][C:13]2[CH:14]=[C:15]([C:19]3[CH:24]=[CH:23][C:22]([CH:25]=O)=[CH:21][CH:20]=3)[CH:16]=[CH:17][CH:18]=2)(=[O:11])=[O:10])=[C:4]([CH3:27])[CH:3]=1.C[O:29][C:30]([CH:32]1[CH2:37][O:36][CH2:35][CH2:34][NH:33]1)=[O:31], predict the reaction product.